From a dataset of Full USPTO retrosynthesis dataset with 1.9M reactions from patents (1976-2016). Predict the reactants needed to synthesize the given product. (1) Given the product [Si:27]([O:34][CH2:35][CH2:36][C:37]1[S:41][C:40]([CH2:42][N:24]2[CH2:25][CH2:26][C:20]3([O:19][CH2:18][CH2:17][N:16]([C:14]([C:12]4[N:13]=[C:9]([CH3:8])[S:10][CH:11]=4)=[O:15])[CH2:21]3)[CH2:22][CH2:23]2)=[CH:39][CH:38]=1)([C:30]([CH3:31])([CH3:33])[CH3:32])([CH3:29])[CH3:28], predict the reactants needed to synthesize it. The reactants are: FC(F)(F)C(O)=O.[CH3:8][C:9]1[S:10][CH:11]=[C:12]([C:14]([N:16]2[CH2:21][C:20]3([CH2:26][CH2:25][NH:24][CH2:23][CH2:22]3)[O:19][CH2:18][CH2:17]2)=[O:15])[N:13]=1.[Si:27]([O:34][CH2:35][CH2:36][C:37]1[S:41][C:40]([CH:42]=O)=[CH:39][CH:38]=1)([C:30]([CH3:33])([CH3:32])[CH3:31])([CH3:29])[CH3:28].C(O)(=O)C.C(O[BH-](OC(=O)C)OC(=O)C)(=O)C.[Na+]. (2) Given the product [NH2:8][C:9]1[N:14]=[C:13]([CH3:15])[N:12]=[C:11]([C:16]2[C:17]([NH:34][C:35]3[CH:44]=[C:43]4[C:38]([CH:39]=[CH:40][CH:41]=[N:42]4)=[C:37]([F:45])[CH:36]=3)=[N:18][CH:19]=[C:20]([C@H:22]([N:24]3[CH2:25][CH2:26][N:27]([S:30]([CH3:33])(=[O:31])=[O:32])[CH2:28][CH2:29]3)[CH3:23])[CH:21]=2)[N:10]=1, predict the reactants needed to synthesize it. The reactants are: COC1C=CC(C[N:8](CC2C=CC(OC)=CC=2)[C:9]2[N:14]=[C:13]([CH3:15])[N:12]=[C:11]([C:16]3[C:17]([NH:34][C:35]4[CH:44]=[C:43]5[C:38]([CH:39]=[CH:40][CH:41]=[N:42]5)=[C:37]([F:45])[CH:36]=4)=[N:18][CH:19]=[C:20]([C@H:22]([N:24]4[CH2:29][CH2:28][N:27]([S:30]([CH3:33])(=[O:32])=[O:31])[CH2:26][CH2:25]4)[CH3:23])[CH:21]=3)[N:10]=2)=CC=1.FC(F)(F)C(O)=O. (3) The reactants are: [CH2:1]([O:8][C:9]1[CH:14]=[CH:13][C:12]([S:15]([NH:18][C@@H:19]2[CH2:24][CH2:23][O:22][CH2:21][C@:20]2([CH3:29])[C:25]([O:27]C)=[O:26])(=[O:17])=[O:16])=[CH:11][CH:10]=1)[C:2]1[CH:7]=[CH:6][CH:5]=[CH:4][CH:3]=1.[OH-].[Na+].Cl. Given the product [CH2:1]([O:8][C:9]1[CH:14]=[CH:13][C:12]([S:15]([NH:18][C@@H:19]2[CH2:24][CH2:23][O:22][CH2:21][C@:20]2([CH3:29])[C:25]([OH:27])=[O:26])(=[O:16])=[O:17])=[CH:11][CH:10]=1)[C:2]1[CH:3]=[CH:4][CH:5]=[CH:6][CH:7]=1, predict the reactants needed to synthesize it. (4) Given the product [CH2:29]([O:1][C:2]1[CH:7]=[C:6]([C:8]([O:10][CH3:11])=[O:9])[CH:5]=[CH:4][C:3]=1[C:12]1[CH:17]=[CH:16][CH:15]=[CH:14][C:13]=1[C:18]([F:19])([F:20])[F:21])[CH3:30], predict the reactants needed to synthesize it. The reactants are: [OH:1][C:2]1[CH:7]=[C:6]([C:8]([O:10][CH3:11])=[O:9])[CH:5]=[CH:4][C:3]=1[C:12]1[CH:17]=[CH:16][CH:15]=[CH:14][C:13]=1[C:18]([F:21])([F:20])[F:19].C(=O)([O-])[O-].[K+].[K+].Br[CH2:29][CH3:30]. (5) Given the product [Br:1][CH2:2][CH2:3][CH2:4][CH2:5][CH2:6][CH2:7][O:8][CH2:9][CH2:10][CH2:11][CH2:12][C:13]1[CH:14]=[C:15]([NH:19][C:20]([NH2:22])=[O:21])[CH:16]=[CH:17][CH:18]=1, predict the reactants needed to synthesize it. The reactants are: [Br:1][CH2:2][CH2:3][CH2:4][CH2:5][CH2:6][CH2:7][O:8][CH2:9][CH2:10][C:11]#[C:12][C:13]1[CH:14]=[C:15]([NH:19][C:20]([NH2:22])=[O:21])[CH:16]=[CH:17][CH:18]=1. (6) The reactants are: [Cl:1][C:2]1[CH:3]=[CH:4][C:5]([O:36][CH:37]([F:39])[F:38])=[C:6]([C:8]2[C:12]([NH:13][C:14]([C:16]3[CH:17]=[N:18][N:19]4[CH:24]=[CH:23][CH:22]=[N:21][C:20]=34)=[O:15])=[CH:11][N:10]([CH2:25][C:26]([N:28]3[CH2:33][CH2:32][CH:31]([NH:34][CH3:35])[CH2:30][CH2:29]3)=[O:27])[N:9]=2)[CH:7]=1.CCN(C(C)C)C(C)C.Br[CH2:50][C:51]1[CH2:55][O:54][C:53](=[O:56])[CH:52]=1. Given the product [Cl:1][C:2]1[CH:3]=[CH:4][C:5]([O:36][CH:37]([F:38])[F:39])=[C:6]([C:8]2[C:12]([NH:13][C:14]([C:16]3[CH:17]=[N:18][N:19]4[CH:24]=[CH:23][CH:22]=[N:21][C:20]=34)=[O:15])=[CH:11][N:10]([CH2:25][C:26]([N:28]3[CH2:29][CH2:30][CH:31]([N:34]([CH3:35])[CH2:50][C:51]4[CH2:55][O:54][C:53](=[O:56])[CH:52]=4)[CH2:32][CH2:33]3)=[O:27])[N:9]=2)[CH:7]=1, predict the reactants needed to synthesize it. (7) Given the product [CH:7]([C:4]1[S:3][C:2]([NH:1][C:19](=[O:20])[CH2:18][O:17][CH3:16])=[N:6][CH:5]=1)=[O:8], predict the reactants needed to synthesize it. The reactants are: [NH2:1][C:2]1[S:3][C:4]([CH:7]=[O:8])=[CH:5][N:6]=1.C(N(CC)CC)C.[CH3:16][O:17][CH2:18][C:19](Cl)=[O:20]. (8) Given the product [CH:1]([O:4][C:5]1[C:14]2[C:9](=[CH:10][C:11]([O:17][CH2:28][CH2:27][O:26][CH3:25])=[C:12]([O:15][CH3:16])[CH:13]=2)[CH:8]=[C:7]([NH:18][C:19]2[CH:23]=[C:22]([CH3:24])[NH:21][N:20]=2)[N:6]=1)([CH3:3])[CH3:2], predict the reactants needed to synthesize it. The reactants are: [CH:1]([O:4][C:5]1[C:14]2[C:9](=[CH:10][C:11]([OH:17])=[C:12]([O:15][CH3:16])[CH:13]=2)[CH:8]=[C:7]([NH:18][C:19]2[CH:23]=[C:22]([CH3:24])[NH:21][N:20]=2)[N:6]=1)([CH3:3])[CH3:2].[CH3:25][O:26][CH2:27][CH2:28]Br. (9) Given the product [CH3:1][C:2]1[CH:11]=[C:10]([CH3:12])[CH:9]=[C:8]2[C:3]=1[CH2:4][CH2:5][CH2:6][C:7]2=[N:15][OH:16], predict the reactants needed to synthesize it. The reactants are: [CH3:1][C:2]1[CH:11]=[C:10]([CH3:12])[CH:9]=[C:8]2[C:3]=1[CH2:4][CH2:5][CH2:6][C:7]2=O.Cl.[NH2:15][OH:16].CO.C([O-])(=O)C.[Na+]. (10) Given the product [CH:1]1([C:4]2[CH:5]=[C:6]([NH:10][C:11]3[O:12][CH2:13][C:14]4[CH:20]=[C:19]([NH:21][CH2:22][C:24]5[NH:25][CH:26]=[CH:27][N:28]=5)[CH:18]=[CH:17][C:15]=4[N:16]=3)[CH:7]=[CH:8][CH:9]=2)[CH2:3][CH2:2]1, predict the reactants needed to synthesize it. The reactants are: [CH:1]1([C:4]2[CH:5]=[C:6]([NH:10][C:11]3[O:12][CH2:13][C:14]4[CH:20]=[C:19]([NH2:21])[CH:18]=[CH:17][C:15]=4[N:16]=3)[CH:7]=[CH:8][CH:9]=2)[CH2:3][CH2:2]1.[CH:22]([C:24]1[NH:25][CH:26]=[CH:27][N:28]=1)=O.